Task: Predict the reaction yield, written as a fraction of the theoretical maximum amount of product (1.0 means a 100% yield; for example, 0.34 means a 34% yield).. Dataset: Reaction yield outcomes from USPTO patents with 853,638 reactions The reactants are [N:1](/[C:4](=[CH:10]\[C:11]1[S:15][CH:14]=[N:13][CH:12]=1)/[C:5]([O:7][CH2:8][CH3:9])=[O:6])=[N+]=[N-]. The catalyst is C1(C)C=CC=CC=1. The product is [S:15]1[C:11]2[CH:10]=[C:4]([C:5]([O:7][CH2:8][CH3:9])=[O:6])[NH:1][C:12]=2[N:13]=[CH:14]1. The yield is 0.635.